From a dataset of Peptide-MHC class II binding affinity with 134,281 pairs from IEDB. Regression. Given a peptide amino acid sequence and an MHC pseudo amino acid sequence, predict their binding affinity value. This is MHC class II binding data. (1) The peptide sequence is RDGHEKPMNVQSLGW. The MHC is DRB1_0404 with pseudo-sequence DRB1_0404. The binding affinity (normalized) is 0.356. (2) The peptide sequence is HQSIGSTLYNKIYLYENMNI. The MHC is DRB1_0301 with pseudo-sequence DRB1_0301. The binding affinity (normalized) is 1.00. (3) The peptide sequence is AFKVAATAANAAPFN. The MHC is DRB1_0701 with pseudo-sequence DRB1_0701. The binding affinity (normalized) is 0.762. (4) The peptide sequence is TLYGPQLSQKIVQIN. The MHC is DRB1_1201 with pseudo-sequence DRB1_1201. The binding affinity (normalized) is 0.139. (5) The peptide sequence is VFGGITYTDVLRYVILV. The MHC is DRB1_1101 with pseudo-sequence DRB1_1101. The binding affinity (normalized) is 0.225.